From a dataset of NCI-60 drug combinations with 297,098 pairs across 59 cell lines. Regression. Given two drug SMILES strings and cell line genomic features, predict the synergy score measuring deviation from expected non-interaction effect. (1) Drug 1: CC1=C(C=C(C=C1)NC(=O)C2=CC=C(C=C2)CN3CCN(CC3)C)NC4=NC=CC(=N4)C5=CN=CC=C5. Drug 2: CC12CCC3C(C1CCC2OP(=O)(O)O)CCC4=C3C=CC(=C4)OC(=O)N(CCCl)CCCl.[Na+]. Cell line: MDA-MB-231. Synergy scores: CSS=3.79, Synergy_ZIP=-0.449, Synergy_Bliss=-1.63, Synergy_Loewe=2.33, Synergy_HSA=-2.30. (2) Drug 1: C1=NC2=C(N1)C(=S)N=C(N2)N. Drug 2: CCCS(=O)(=O)NC1=C(C(=C(C=C1)F)C(=O)C2=CNC3=C2C=C(C=N3)C4=CC=C(C=C4)Cl)F. Cell line: HS 578T. Synergy scores: CSS=3.85, Synergy_ZIP=1.31, Synergy_Bliss=-1.08, Synergy_Loewe=-15.7, Synergy_HSA=-6.12. (3) Drug 1: CC1=C(C=C(C=C1)C(=O)NC2=CC(=CC(=C2)C(F)(F)F)N3C=C(N=C3)C)NC4=NC=CC(=N4)C5=CN=CC=C5. Drug 2: C1CN1C2=NC(=NC(=N2)N3CC3)N4CC4. Cell line: KM12. Synergy scores: CSS=23.7, Synergy_ZIP=-7.78, Synergy_Bliss=-0.993, Synergy_Loewe=-3.47, Synergy_HSA=0.835. (4) Drug 1: C1=C(C(=O)NC(=O)N1)N(CCCl)CCCl. Drug 2: CCC1(C2=C(COC1=O)C(=O)N3CC4=CC5=C(C=CC(=C5CN(C)C)O)N=C4C3=C2)O.Cl. Cell line: OVCAR-8. Synergy scores: CSS=27.2, Synergy_ZIP=-11.4, Synergy_Bliss=-3.71, Synergy_Loewe=-5.09, Synergy_HSA=0.280. (5) Drug 1: CN(C)C1=NC(=NC(=N1)N(C)C)N(C)C. Drug 2: CC1=C(C=C(C=C1)C(=O)NC2=CC(=CC(=C2)C(F)(F)F)N3C=C(N=C3)C)NC4=NC=CC(=N4)C5=CN=CC=C5. Cell line: HCC-2998. Synergy scores: CSS=-10.9, Synergy_ZIP=5.47, Synergy_Bliss=2.72, Synergy_Loewe=-5.45, Synergy_HSA=-4.80.